This data is from Human Reference Interactome with 51,813 positive PPI pairs across 8,248 proteins, plus equal number of experimentally-validated negative pairs. The task is: Binary Classification. Given two protein amino acid sequences, predict whether they physically interact or not. (1) Protein 1 (ENSG00000047932) has sequence MSAGGPCPAAAGGGPGGASCSVGAPGGVSMFRWLEVLEKEFDKAFVDVDLLLGEIDPDQADITYEGRQKMTSLSSCFAQLCHKAQSVSQINHKLEAQLVDLKSELTETQAEKVVLEKEVHDQLLQLHSIQLQLHAKTGQSADSGTIKAKLERELEANKKEKMKEAQLEAEVKLLRKENEALRRHIAVLQAEVYGARLAAKYLDKELAGRVQQIQLLGRDMKGPAHDKLWNQLEAEIHLHRHKTVIRACRGRNDLKRPMQAPPGHDQDSLKKSQGVGPIRKVLLLKEDHEGLGISITGGKE.... Protein 2 (ENSG00000127903) has sequence MEGLLSVALQGAELEGNWKHEGQVEDLQENQESCPEPEAVACKGDPAGDSMQERDEFSRIPRTISSPAATQASVPDDSSSRRCSAPGESPKERHPDSRQRERGGGPKKPWKCGDCGKAFSYCSAFILHQRIHTGEKPFACPECGKAFSQSVHLTLHQRTHTGEKPYACHECGKAFSQGSYLASHWRTHTGEKPHRCADCGKAFTRVTHLTQHRRVHTGERPYACAQCAKAFRNRSSLIEHQRIHTGEKPYECSACAKAFRFSSALIRHQRIHTEEKPYRCGQCAKAFAQIAHLTQHRRVH.... Result: 1 (the proteins interact). (2) Protein 1 (ENSG00000143226) has sequence MTMETQMSQNVCPRNLWLLQPLTVLLLLASADSQAAAPPKAVLKLEPPWINVLQEDSVTLTCQGARSPESDSIQWFHNGNLIPTHTQPSYRFKANNNDSGEYTCQTGQTSLSDPVHLTVLSEWLVLQTPHLEFQEGETIMLRCHSWKDKPLVKVTFFQNGKSQKFSHLDPTFSIPQANHSHSGDYHCTGNIGYTLFSSKPVTITVQVPSMGSSSPMGIIVAVVIATAVAAIVAAVVALIYCRKKRISANSTDPVKAAQFEPPGRQMIAIRKRQLEETNNDYETADGGYMTLNPRAPTDDD.... Protein 2 (ENSG00000079459) has sequence MEFVKCLGHPEEFYNLVRFRIGGKRKVMPKMDQDSLSSSLKTCYKYLNQTSRSFAAVIQALDGEMRNAVCIFYLVLRALDTLEDDMTISVEKKVPLLHNFHSFLYQPDWRFMESKEKDRQVLEDFPTISLEFRNLAEKYQTVIADICRRMGIGMAEFLDKHVTSEQEWDKYCHYVAGLVGIGLSRLFSASEFEDPLVGEDTERANSMGLFLQKTNIIRDYLEDQQGGREFWPQEVWSRYVKKLGDFAKPENIDLAVQCLNELITNALHHIPDVITYLSRLRNQSVFNFCAIPQVMAIATL.... Result: 0 (the proteins do not interact). (3) Protein 2 (ENSG00000124171) has sequence MNRSHRHGAGSGCLGTMEVKSKFGAEFRRFSLERSKPGKFEEFYGLLQHVHKIPNVDVLVGYADIHGDLLPINNDDNYHKAVSTANPLLRIFIQKKEEADYSAFGTDTLIKKKNVLTNVLRPDNHRKKPHIVISMPQDFRPVSSIIDVDILPETHRRVRLYKYGTEKPLGFYIRDGSSVRVTPHGLEKVPGIFISRLVPGGLAQSTGLLAVNDEVLEVNGIEVSGKSLDQVTDMMIANSRNLIITVRPANQRNNVVRNSRTSGSSGQSTDNSLLGYPQQIEPSFEPEDEDSEEDDIIIED.... Protein 1 (ENSG00000123388) has sequence MFNSVNLGNFCSPSRKERGADFGERGSCASNLYLPSCTYYMPEFSTVSSFLPQAPSRQISYPYSAQVPPVREVSYGLEPSGKWHHRNSYSSCYAAADELMHRECLPPSTVTEILMKNEGSYGGHHHPSAPHATPAGFYSSVNKNSVLPQAFDRFFDNAYCGGGDPPAEPPCSGKGEAKGEPEAPPASGLASRAEAGAEAEAEEENTNPSSSGSAHSVAKEPAKGAAPSRRPPHPQEALPLFEIPDPGTGARVFLQRVYQQREAAAAVPDAEPDGPTSENLVSEQKDERKETEQRPAAVFL.... Result: 0 (the proteins do not interact). (4) Protein 1 (ENSG00000038274) has sequence MPEMPEDMEQEEVNIPNRRVLVTGATGLLGRAVHKEFQQNNWHAVGCGFRRARPKFEQVNLLDSNAVHHIIHDFQPHVIVHCAAERRPDVVENQPDAASQLNVDASGNLAKEAAAVGAFLIYISSDYVFDGTNPPYREEDIPAPLNLYGKTKLDGEKAVLENNLGAAVLRIPILYGEVEKLEESAVTVMFDKVQFSNKSANMDHWQQRFPTHVKDVATVCRQLAEKRMLDPSIKGTFHWSGNEQMTKYEMACAIADAFNLPSSHLRPITDSPVLGAQRPRNAQLDCSKLETLGIGQRTPF.... Protein 2 (ENSG00000188379) has sequence MALTFALLVALLVLSCKSSCSVGCDLPQTHSLGSRRTLMLLAQMRRISLFSCLKDRHDFGFPQEEFGNQFQKAETIPVLHEMIQQIFNLFSTKDSSAAWDETLLDKFYTELYQQLNDLEACVIQGVGVTETPLMKEDSILAVRKYFQRITLYLKEKKYSPCAWEVVRAEIMRSFSLSTNLQESLRSKE*. Result: 0 (the proteins do not interact). (5) Protein 1 (ENSG00000261210) has sequence MQRWTLWAAAFLTLHSAQAFPQTDISISPALPELPLPSLCPLFWMEFKGHCYRFFPLNKTWAEADLYCSEFSVGRKSAKLASIHSWEENVFVYDLVNSCVPGIPADVWTGLHDHRQVRKQWPLGPLGSSSQDSILI*MQRWTLWAAAFLTLHSAQAFPQTDISISPVCFLSAPSPARAAPAFPVPPVLDGVQRPLLSILPSQ*MQRWTLWAAAFLTLHSAQAFPQTDISISPALPELPLPSLCPLFWMEFKGHCYRFFPLNKTWAEADLYCSEFSVGRKSAKLASIHSL*MQRWTLWAAA.... Protein 2 (ENSG00000142599) has sequence MTADKDKDKDKEKDRDRDRDREREKRDKARESENSRPRRSCTLEGGAKNYAESDHSEDEDNDNNSATAEESTKKNKKKPPKKKSRYERTDTGEITSYITEDDVVYRPGDCVYIESRRPNTPYFICSIQDFKLVHNSQACCRSPTPALCDPPACSLPVASQPPQHLSEAGRGPVGSKRDHLLMNVKWYYRQSEVPDSVYQHLVQDRHNENDSGRELVITDPVIKNRELFISDYVDTYHAAALRGKCNISHFSDIFAAREFKARVDSFFYILGYNPETRRLNSTQGEIRVGPSHQAKLPDLQ.... Result: 0 (the proteins do not interact). (6) Protein 1 (ENSG00000111863) has sequence MTKTSTCIYHFLVLSWYTFLNYYISQEGKDEVKPKILANGARWKYMTLLNLLKNRTAGFDIYQPGSFRQLLQTIFYGVTCLDDVLKRTKGGKDIKFLTAFRDLLFTTLAFPVSTFVFLAFWILFLYNRDLIYPKVLDTVIPVWLNHAMHTFIFPITLAEVVLRPHSYPSKKTGLTLLAAASIAYISRILWLYFETGTWVYPVFAKLSLLGLAAFFSLSYVFIASIYLLGEKLNHWKWGDMRQPRKKRK*MTKTSTCIYHFLVLSWYTFLNYYISQEGKDEVKPKILANGARWKYMTLLNL.... Protein 2 (ENSG00000264668) has sequence MEKPAGRKKKTPTPREEADVQKSALREEKVSGDRKPPERPTVPRKPRTEPCLSPEDEEHVFDAFDASFKDDFEGVPVFIPFQRKKPYECSECGRIFKHKTDHIRHQRVHTGEKPFKCAQCGKAFRHSSDVTKHQRTHTGEKPFKCGECGKAFNCGSNLLKHQKTHTGEKPYECTHCGKAFAYSSCLIRHQKRHPRKKP*. Result: 0 (the proteins do not interact). (7) Protein 1 (ENSG00000081189) has sequence MGRKKIQITRIMDERNRQVTFTKRKFGLMKKAYELSVLCDCEIALIIFNSTNKLFQYASTDMDKVLLKYTEYNEPHESRTNSDIVETLRKKGLNGCDSPDPDADDSALNKKENKGCESPDPDSSYALTPRTEEKYKKINEEFDNMIKSHKIPAVPPPNFEMPVSIPVSSHNSLVYSNPVSSLGNPNLLPLAHPSLQRNSMSPGVTHRPPSAGNTGGLMGGDLTSGAGTSAGNGYGNPRNSPGLLVSPGNLNKNMQAKSPPPMNLGMNNRKPDLRVLIPPGSKNTMPSVNQRINNSQSAQS.... Protein 2 (ENSG00000102967) has sequence MAWRHLKKRAQDAVIILGGGGLLFASYLMATGDERFYAEHLMPTLQGLLDPESAHRLAVRFTSLGLLPRARFQDSDMLEVRVLGHKFRNPVGIAAGFDKHGEAVDGLYKMGFGFVEIGSVTPKPQEGNPRPRVFRLPEDQAVINRYGFNSHGLSVVEHRLRARQQKQAKLTEDGLPLGVNLGKNKTSVDAAEDYAEGVRVLGPLADYLVVNVSSPNTAGLRSLQGKAELRRLLTKVLQERDGLRRVHRPAVLVKIAPDLTSQDKEDIASVVKELGIDGLIVTNTTVSRPAGLQGALRSET.... Result: 0 (the proteins do not interact).